From a dataset of Reaction yield outcomes from USPTO patents with 853,638 reactions. Predict the reaction yield, written as a fraction of the theoretical maximum amount of product (1.0 means a 100% yield; for example, 0.34 means a 34% yield). The reactants are ClCC1C=CC(C#N)=CC=1.Br[CH2:12][CH:13]1[CH2:18][CH2:17][CH2:16][CH2:15][O:14]1.[CH2:19]([NH:26][C:27]([C:29]1[S:33][C:32]([N:34]2[CH2:38][CH2:37][NH:36][C:35]2=[O:39])=[N:31][C:30]=1[CH3:40])=[O:28])[C:20]1[CH:25]=[CH:24][CH:23]=[CH:22][CH:21]=1. No catalyst specified. The product is [CH2:19]([NH:26][C:27]([C:29]1[S:33][C:32]([N:34]2[CH2:38][CH2:37][N:36]([CH2:12][CH:13]3[CH2:18][CH2:17][CH2:16][CH2:15][O:14]3)[C:35]2=[O:39])=[N:31][C:30]=1[CH3:40])=[O:28])[C:20]1[CH:25]=[CH:24][CH:23]=[CH:22][CH:21]=1. The yield is 0.270.